This data is from hERG potassium channel inhibition data for cardiac toxicity prediction from Karim et al.. The task is: Regression/Classification. Given a drug SMILES string, predict its toxicity properties. Task type varies by dataset: regression for continuous values (e.g., LD50, hERG inhibition percentage) or binary classification for toxic/non-toxic outcomes (e.g., AMES mutagenicity, cardiotoxicity, hepatotoxicity). Dataset: herg_karim. (1) The compound is Clc1cccc(OC(c2cccnc2)C2CCCNC2)c1Cl. The result is 1 (blocker). (2) The drug is COc1ccc2c(c1)CNCCS2. The result is 1 (blocker). (3) The molecule is Cc1nn(C)c(C)c1-c1nnc(CCCCN2CC3C[C@]3(c3ccc(C(F)(F)F)cc3)C2)n1C. The result is 1 (blocker). (4) The drug is O=C(Nc1cccc(F)c1)N1N=C(c2ccc(Br)cc2)CC1c1ccc(F)cc1. The result is 0 (non-blocker). (5) The drug is CCCN(C(=O)c1ccccc1C(C)C)[C@H]1CCNC1. The result is 0 (non-blocker). (6) The molecule is NC(=O)c1cn(Cc2c(F)cccc2F)nn1. The result is 0 (non-blocker). (7) The compound is O=C(Nc1ccc(-c2nnc(NCCCCN3CCOCC3)o2)c(F)c1)c1ccccc1. The result is 0 (non-blocker). (8) The molecule is COC1COCCC1NC1CCC(C(=O)N2CCN(c3cc(C(F)(F)F)cnn3)CC2)(C(C)C)C1. The result is 0 (non-blocker). (9) The compound is Cc1cnc(CCC(=O)N[C@H]2CC[C@H](c3ccc(O)cc3)CC2)s1. The result is 0 (non-blocker). (10) The drug is Fc1ccc(Cn2c([C@H]3CNCCS3)nc3ccccc32)cc1. The result is 1 (blocker).